From a dataset of NCI-60 drug combinations with 297,098 pairs across 59 cell lines. Regression. Given two drug SMILES strings and cell line genomic features, predict the synergy score measuring deviation from expected non-interaction effect. (1) Drug 1: COC1=CC(=CC(=C1O)OC)C2C3C(COC3=O)C(C4=CC5=C(C=C24)OCO5)OC6C(C(C7C(O6)COC(O7)C8=CC=CS8)O)O. Drug 2: C1CC(=O)NC(=O)C1N2C(=O)C3=CC=CC=C3C2=O. Cell line: IGROV1. Synergy scores: CSS=31.6, Synergy_ZIP=-6.16, Synergy_Bliss=0.305, Synergy_Loewe=-36.1, Synergy_HSA=0.0452. (2) Drug 1: C1CN1P(=S)(N2CC2)N3CC3. Drug 2: CCN(CC)CCCC(C)NC1=C2C=C(C=CC2=NC3=C1C=CC(=C3)Cl)OC. Cell line: MCF7. Synergy scores: CSS=9.67, Synergy_ZIP=-7.39, Synergy_Bliss=1.10, Synergy_Loewe=-6.15, Synergy_HSA=1.30.